From a dataset of Full USPTO retrosynthesis dataset with 1.9M reactions from patents (1976-2016). Predict the reactants needed to synthesize the given product. (1) Given the product [F:17][C:18]1[CH:26]=[CH:25][C:21]([C:22]2[O:14][C:13]([C:3]3[C:4]([C:7]4[CH:12]=[CH:11][CH:10]=[CH:9][CH:8]=4)=[N:5][O:6][C:2]=3[CH3:1])=[N:15][N:16]=2)=[C:20]([O:27][CH3:28])[CH:19]=1, predict the reactants needed to synthesize it. The reactants are: [CH3:1][C:2]1[O:6][N:5]=[C:4]([C:7]2[CH:12]=[CH:11][CH:10]=[CH:9][CH:8]=2)[C:3]=1[C:13]([NH:15][NH2:16])=[O:14].[F:17][C:18]1[CH:26]=[CH:25][C:21]([C:22](O)=O)=[C:20]([O:27][CH3:28])[CH:19]=1. (2) Given the product [CH3:3][CH:2]([C:4]([C:23]1[CH:28]=[CH:27][C:26]([O:29][CH3:30])=[C:25]([O:31][CH3:32])[CH:24]=1)([C:21]#[N:22])[CH2:5][CH2:6][CH2:7][NH:8][CH2:9][CH2:10][C:11]1[CH:16]=[CH:15][C:14]([O:17][CH3:18])=[C:13]([O:19][CH3:20])[CH:12]=1)[CH3:1], predict the reactants needed to synthesize it. The reactants are: [CH3:1][CH:2]([C:4]([C:23]1[CH:28]=[CH:27][C:26]([O:29][CH3:30])=[C:25]([O:31][CH3:32])[CH:24]=1)([C:21]#[N:22])[CH2:5][CH2:6][CH2:7][NH:8][CH2:9][CH2:10][C:11]1[CH:16]=[CH:15][C:14]([O:17][CH3:18])=[C:13]([O:19][CH3:20])[CH:12]=1)[CH3:3].Cl.C([O-])([O-])=O.[K+].[K+]. (3) Given the product [Br-:1].[CH3:36][O:35][C:29]1[CH:30]=[CH:31][CH:32]=[C:33]([CH3:34])[C:28]=1[CH2:27][P+:43]([C:44]1[CH:45]=[CH:46][CH:47]=[CH:48][CH:49]=1)([C:50]1[CH:55]=[CH:54][CH:53]=[CH:52][CH:51]=1)[C:37]1[CH:38]=[CH:39][CH:40]=[CH:41][CH:42]=1, predict the reactants needed to synthesize it. The reactants are: [Br:1]N1C(=O)CCC1=O.C(OOC(=O)C1C=CC=CC=1)(=O)C1C=CC=CC=1.[CH3:27][C:28]1[C:33]([CH3:34])=[CH:32][CH:31]=[CH:30][C:29]=1[O:35][CH3:36].[C:37]1([P:43]([C:50]2[CH:55]=[CH:54][CH:53]=[CH:52][CH:51]=2)[C:44]2[CH:49]=[CH:48][CH:47]=[CH:46][CH:45]=2)[CH:42]=[CH:41][CH:40]=[CH:39][CH:38]=1. (4) Given the product [CH3:4][C:2]([O:5][C@H:6]([CH3:44])[C@@H:7]([C:40]([OH:42])=[O:41])[NH:8][C:9]([C:11]1[CH:16]=[CH:15][C:14]([C:17]2[CH:18]=[N:19][C:20]([O:23][CH3:24])=[CH:21][CH:22]=2)=[CH:13][C:12]=1[NH:25][C:26]([NH:28][C:29]1[C:30]([CH3:39])=[CH:31][C:32]([CH2:36][O:37][CH3:38])=[CH:33][C:34]=1[CH3:35])=[O:27])=[O:10])([CH3:1])[CH3:3], predict the reactants needed to synthesize it. The reactants are: [CH3:1][C:2]([O:5][C@H:6]([CH3:44])[C@@H:7]([C:40]([O:42]C)=[O:41])[NH:8][C:9]([C:11]1[CH:16]=[CH:15][C:14]([C:17]2[CH:18]=[N:19][C:20]([O:23][CH3:24])=[CH:21][CH:22]=2)=[CH:13][C:12]=1[NH:25][C:26]([NH:28][C:29]1[C:34]([CH3:35])=[CH:33][C:32]([CH2:36][O:37][CH3:38])=[CH:31][C:30]=1[CH3:39])=[O:27])=[O:10])([CH3:4])[CH3:3].O.[OH-].[Li+].Cl. (5) The reactants are: C(Cl)(=O)C(Cl)=O.CS(C)=O.[CH2:11]([O:18][CH2:19][CH:20]1[CH2:25][C:24]([F:27])([F:26])[CH2:23][CH2:22][CH:21]1[CH:28]([OH:43])[CH:29]([C:35]1[CH:40]=[CH:39][C:38]([S:41][CH3:42])=[CH:37][CH:36]=1)[C:30]([O:32][CH2:33][CH3:34])=[O:31])[C:12]1[CH:17]=[CH:16][CH:15]=[CH:14][CH:13]=1.C(N(CC)CC)C.Cl. Given the product [CH2:11]([O:18][CH2:19][CH:20]1[CH2:25][C:24]([F:26])([F:27])[CH2:23][CH2:22][CH:21]1[C:28](=[O:43])[CH:29]([C:35]1[CH:36]=[CH:37][C:38]([S:41][CH3:42])=[CH:39][CH:40]=1)[C:30]([O:32][CH2:33][CH3:34])=[O:31])[C:12]1[CH:13]=[CH:14][CH:15]=[CH:16][CH:17]=1, predict the reactants needed to synthesize it.